From a dataset of M1 muscarinic receptor agonist screen with 61,833 compounds. Binary Classification. Given a drug SMILES string, predict its activity (active/inactive) in a high-throughput screening assay against a specified biological target. (1) The drug is OC(=O)CCCCCNCc1ccncc1. The result is 0 (inactive). (2) The molecule is S(c1n(c(nn1)Cc1n(ccc1)C)c1ccc(OC)cc1)CC(=O)Nc1ccc(cc1)C(=O)C. The result is 0 (inactive). (3) The drug is S=c1n(c2c(CC)cccc2)c(n[nH]1)c1ccncc1. The result is 0 (inactive). (4) The molecule is S(=O)(=O)(N(C)C)c1c2nsnc2ccc1. The result is 0 (inactive).